From a dataset of Forward reaction prediction with 1.9M reactions from USPTO patents (1976-2016). Predict the product of the given reaction. (1) Given the reactants [CH:1]1[C:10]2[CH:9]=[CH:8][CH:7]=[C:6](B(O)O)[C:5]=2[CH:4]=[CH:3][N:2]=1.[CH2:14]([O:16][C:17](=[O:35])[CH2:18][N:19]1[CH:23]=[C:22]([C:24]2[CH:29]=[N:28][C:27]([NH2:30])=[C:26]3[O:31][C:32](Cl)=[CH:33][C:25]=23)[CH:21]=[N:20]1)[CH3:15].C(=O)([O-])[O-].[K+].[K+], predict the reaction product. The product is: [NH2:30][C:27]1[N:28]=[CH:29][C:24]([C:22]2[CH:21]=[N:20][N:19]([CH2:18][C:17]([O:16][CH2:14][CH3:15])=[O:35])[CH:23]=2)=[C:25]2[CH:33]=[C:32]([C:6]3[CH:7]=[CH:8][CH:9]=[C:10]4[C:5]=3[CH:4]=[CH:3][N:2]=[CH:1]4)[O:31][C:26]=12. (2) Given the reactants [NH2:1][C:2]1[N:7]=[C:6](Cl)[N:5]=[C:4]([O:9][CH2:10][C:11]([NH:13][C:14]2[CH:19]=[CH:18][CH:17]=[C:16]([C:20]([F:23])([F:22])[F:21])[CH:15]=2)=[O:12])[N:3]=1.[CH3:24][S-:25].[Na+], predict the reaction product. The product is: [NH2:1][C:2]1[N:7]=[C:6]([S:25][CH3:24])[N:5]=[C:4]([O:9][CH2:10][C:11]([NH:13][C:14]2[CH:19]=[CH:18][CH:17]=[C:16]([C:20]([F:23])([F:22])[F:21])[CH:15]=2)=[O:12])[N:3]=1. (3) Given the reactants [Cl:1][C:2]1[S:6][C:5]([NH:7][C:8](=[O:10])[CH3:9])=[N:4][C:3]=1[CH:11]=[N:12]O, predict the reaction product. The product is: [Cl:1][C:2]1[S:6][C:5]([NH:7][C:8](=[O:10])[CH3:9])=[N:4][C:3]=1[C:11]#[N:12]. (4) Given the reactants [I:1][C:2]1[N:3]=[C:4]([CH2:8][CH3:9])[NH:5][C:6]=1[I:7].[H-].[Na+].[C:12]([NH:19][CH2:20][CH2:21]Br)([O:14][C:15]([CH3:18])([CH3:17])[CH3:16])=[O:13].O, predict the reaction product. The product is: [C:15]([O:14][C:12](=[O:13])[NH:19][CH2:20][CH2:21][N:3]1[C:2]([I:1])=[C:6]([I:7])[N:5]=[C:4]1[CH2:8][CH3:9])([CH3:18])([CH3:17])[CH3:16]. (5) Given the reactants [N:1]1([S:7]([C:10]2[CH:15]=[CH:14][C:13](B(O)O)=[CH:12][CH:11]=2)(=[O:9])=[O:8])[CH2:6][CH2:5][CH2:4][CH2:3][CH2:2]1.[C:19](=O)([O-])[O-].[K+].[K+].Br[C:26]1[C:30]([CH3:31])=[CH:29][S:28][C:27]=1[C:32]([O:34][CH3:35])=[O:33], predict the reaction product. The product is: [CH3:31][C:30]1[C:26]([C:13]2[CH:14]=[CH:15][C:10]([S:7]([N:1]3[CH2:6][CH2:5][CH2:4][CH2:3][CH2:2]3)(=[O:9])=[O:8])=[CH:11][CH:12]=2)=[C:27]([C:32]([O:34][CH2:35][CH3:19])=[O:33])[S:28][CH:29]=1.